This data is from Reaction yield outcomes from USPTO patents with 853,638 reactions. The task is: Predict the reaction yield, written as a fraction of the theoretical maximum amount of product (1.0 means a 100% yield; for example, 0.34 means a 34% yield). (1) The reactants are [Cl:1][C:2]1[N:10]=[C:9]([Cl:11])[CH:8]=[CH:7][C:3]=1[C:4](Cl)=[O:5].[Al+3].[Cl-].[Cl-].[Cl-].[C:16]([Cl:19])([Cl:18])=[CH2:17].Cl. The catalyst is C(Cl)Cl. The product is [Cl:18][C:16]([Cl:19])=[CH:17][C:4]([C:3]1[C:2]([Cl:1])=[N:10][C:9]([Cl:11])=[CH:8][CH:7]=1)=[O:5]. The yield is 0.680. (2) The reactants are [C:1]([O:4][CH2:5][C@@H:6]1[C@@H:13]2[C@@H:9]([O:10][C:11]([CH3:15])([CH3:14])[O:12]2)[C@H:8]([N:16]2[CH:24]=[N:23][C:22]3[C:17]2=[N:18][CH:19]=[N:20][C:21]=3Br)[O:7]1)(=[O:3])[CH3:2].C([Sn](CCCC)(CCCC)[C:31]1[O:32][CH:33]=[CH:34][CH:35]=1)CCC. The catalyst is CN(C=O)C.Cl[Pd](Cl)([P](C1C=CC=CC=1)(C1C=CC=CC=1)C1C=CC=CC=1)[P](C1C=CC=CC=1)(C1C=CC=CC=1)C1C=CC=CC=1. The product is [C:1]([O:4][CH2:5][C@@H:6]1[C@@H:13]2[C@@H:9]([O:10][C:11]([CH3:15])([CH3:14])[O:12]2)[C@H:8]([N:16]2[CH:24]=[N:23][C:22]3[C:17]2=[N:18][CH:19]=[N:20][C:21]=3[C:31]2[O:32][CH:33]=[CH:34][CH:35]=2)[O:7]1)(=[O:3])[CH3:2]. The yield is 0.780.